This data is from Reaction yield outcomes from USPTO patents with 853,638 reactions. The task is: Predict the reaction yield, written as a fraction of the theoretical maximum amount of product (1.0 means a 100% yield; for example, 0.34 means a 34% yield). The reactants are C([Si](C)(C)[O:6][CH2:7][CH2:8][O:9][C:10]1[CH:15]=[CH:14][C:13]([C:16]2[N:20]([C:21]3[CH:26]=[CH:25][C:24]([O:27][CH3:28])=[CH:23][CH:22]=3)[N:19]=[C:18]([C:29]([F:32])([F:31])[F:30])[C:17]=2[CH3:33])=[CH:12][CH:11]=1)(C)(C)C.Cl. The catalyst is CCO. The product is [CH3:28][O:27][C:24]1[CH:23]=[CH:22][C:21]([N:20]2[C:16]([C:13]3[CH:14]=[CH:15][C:10]([O:9][CH2:8][CH2:7][OH:6])=[CH:11][CH:12]=3)=[C:17]([CH3:33])[C:18]([C:29]([F:32])([F:31])[F:30])=[N:19]2)=[CH:26][CH:25]=1. The yield is 0.510.